Dataset: Catalyst prediction with 721,799 reactions and 888 catalyst types from USPTO. Task: Predict which catalyst facilitates the given reaction. (1) Reactant: Br[CH2:2][C:3]([N:5]1[CH2:10][CH2:9][N:8]([CH:11]2[CH2:15][CH2:14][CH2:13][CH2:12]2)[CH2:7][CH2:6]1)=[O:4].[NH:16]1[CH2:21][CH2:20][CH:19]([C:22]2[CH:29]=[CH:28][C:25]([C:26]#[N:27])=[CH:24][CH:23]=2)[CH2:18][CH2:17]1.C(=O)([O-])[O-].[K+].[K+]. Product: [CH:11]1([N:8]2[CH2:9][CH2:10][N:5]([C:3](=[O:4])[CH2:2][N:16]3[CH2:21][CH2:20][CH:19]([C:22]4[CH:29]=[CH:28][C:25]([C:26]#[N:27])=[CH:24][CH:23]=4)[CH2:18][CH2:17]3)[CH2:6][CH2:7]2)[CH2:15][CH2:14][CH2:13][CH2:12]1. The catalyst class is: 10. (2) Reactant: [CH:1]1[C:14]2[C:13](=O)[C:12]3[C:7](=[CH:8][CH:9]=[CH:10][CH:11]=3)[S:6][C:5]=2[CH:4]=[CH:3][CH:2]=1.[OH-].[K+].O.NN.O. Product: [CH:1]1[C:14]2[CH2:13][C:12]3[C:7](=[CH:8][CH:9]=[CH:10][CH:11]=3)[S:6][C:5]=2[CH:4]=[CH:3][CH:2]=1. The catalyst class is: 196. (3) Reactant: [NH:1]([C:3]1[CH:4]=[CH:5][C:6]([O:9][CH3:10])=[N:7][CH:8]=1)[NH2:2].Cl.[Na].[C:13]([CH:15]=[C:16](O)[C:17]([O:19][CH2:20][CH3:21])=[O:18])#[N:14]. Product: [NH2:14][C:13]1[N:1]([C:3]2[CH:8]=[N:7][C:6]([O:9][CH3:10])=[CH:5][CH:4]=2)[N:2]=[C:16]([C:17]([O:19][CH2:20][CH3:21])=[O:18])[CH:15]=1. The catalyst class is: 8. (4) Reactant: [CH3:1][N:2]([CH3:25])[S:3]([C:6]1[CH:11]=[CH:10][C:9]([N:12]2[CH2:16][CH2:15][C@H:14]([NH:17]C(=O)OC(C)(C)C)[CH2:13]2)=[CH:8][CH:7]=1)(=[O:5])=[O:4].[ClH:26]. Product: [ClH:26].[ClH:26].[NH2:17][C@H:14]1[CH2:15][CH2:16][N:12]([C:9]2[CH:8]=[CH:7][C:6]([S:3]([N:2]([CH3:25])[CH3:1])(=[O:4])=[O:5])=[CH:11][CH:10]=2)[CH2:13]1. The catalyst class is: 13.